Dataset: NCI-60 drug combinations with 297,098 pairs across 59 cell lines. Task: Regression. Given two drug SMILES strings and cell line genomic features, predict the synergy score measuring deviation from expected non-interaction effect. (1) Drug 1: CCCS(=O)(=O)NC1=C(C(=C(C=C1)F)C(=O)C2=CNC3=C2C=C(C=N3)C4=CC=C(C=C4)Cl)F. Cell line: NCI-H460. Drug 2: CCCS(=O)(=O)NC1=C(C(=C(C=C1)F)C(=O)C2=CNC3=C2C=C(C=N3)C4=CC=C(C=C4)Cl)F. Synergy scores: CSS=-1.89, Synergy_ZIP=2.58, Synergy_Bliss=3.42, Synergy_Loewe=5.36, Synergy_HSA=-1.79. (2) Drug 1: CCC1=CC2CC(C3=C(CN(C2)C1)C4=CC=CC=C4N3)(C5=C(C=C6C(=C5)C78CCN9C7C(C=CC9)(C(C(C8N6C)(C(=O)OC)O)OC(=O)C)CC)OC)C(=O)OC.C(C(C(=O)O)O)(C(=O)O)O. Drug 2: CC1C(C(CC(O1)OC2CC(CC3=C2C(=C4C(=C3O)C(=O)C5=C(C4=O)C(=CC=C5)OC)O)(C(=O)CO)O)N)O.Cl. Cell line: PC-3. Synergy scores: CSS=52.4, Synergy_ZIP=-0.176, Synergy_Bliss=2.18, Synergy_Loewe=4.09, Synergy_HSA=4.44. (3) Drug 1: CC1=C2C(C(=O)C3(C(CC4C(C3C(C(C2(C)C)(CC1OC(=O)C(C(C5=CC=CC=C5)NC(=O)OC(C)(C)C)O)O)OC(=O)C6=CC=CC=C6)(CO4)OC(=O)C)O)C)O. Drug 2: CCC1(C2=C(COC1=O)C(=O)N3CC4=CC5=C(C=CC(=C5CN(C)C)O)N=C4C3=C2)O.Cl. Cell line: NCI/ADR-RES. Synergy scores: CSS=14.9, Synergy_ZIP=-7.97, Synergy_Bliss=-7.51, Synergy_Loewe=-22.0, Synergy_HSA=-10.5.